This data is from Catalyst prediction with 721,799 reactions and 888 catalyst types from USPTO. The task is: Predict which catalyst facilitates the given reaction. (1) Reactant: C(O[C:4]([C:6]1([CH2:19][CH2:20]OC)[CH2:11][CH2:10][N:9]([CH2:12][C:13]2[CH:18]=[CH:17][CH:16]=[CH:15][CH:14]=2)[CH2:8][CH2:7]1)=[O:5])C.[F:23][C:24]([F:34])([F:33])[O:25][C:26]1[CH:32]=[CH:31][C:29]([NH2:30])=[CH:28][CH:27]=1.[Cl-].C[Al+]C. Product: [CH2:12]([N:9]1[CH2:8][CH2:7][C:6]2([C:4](=[O:5])[N:30]([C:29]3[CH:31]=[CH:32][C:26]([O:25][C:24]([F:23])([F:33])[F:34])=[CH:27][CH:28]=3)[CH2:20][CH2:19]2)[CH2:11][CH2:10]1)[C:13]1[CH:14]=[CH:15][CH:16]=[CH:17][CH:18]=1. The catalyst class is: 11. (2) Reactant: [N-:1]=[N+:2]=[N-:3].[Na+].[CH2:5]([O:7][C:8]([C:10]1[C:14]([CH:15]=[O:16])=[C:13](Cl)[N:12]([CH2:18][C:19]2[CH:24]=[CH:23][CH:22]=[CH:21][C:20]=2[F:25])[N:11]=1)=[O:9])[CH3:6].CN(C)C=O. Product: [N:1]([C:13]1[N:12]([CH2:18][C:19]2[CH:24]=[CH:23][CH:22]=[CH:21][C:20]=2[F:25])[N:11]=[C:10]([C:8]([O:7][CH2:5][CH3:6])=[O:9])[C:14]=1[CH:15]=[O:16])=[N+:2]=[N-:3]. The catalyst class is: 6. (3) Reactant: Br[C:2]1[CH:3]=[C:4]2[N:10]=[C:9]([CH2:11][N:12]3[C:16]4[CH:17]=[N:18][CH:19]=[CH:20][C:15]=4[N:14]([CH:21]4[CH2:23][CH2:22]4)[C:13]3=[O:24])[N:8]([CH2:25][CH2:26][CH:27]([CH3:29])[CH3:28])[C:5]2=[N:6][CH:7]=1.C([O-])(=O)C.[K+].C1(S)C=CC=CC=1. Product: [CH:21]1([N:14]2[C:15]3[CH:20]=[CH:19][N:18]=[CH:17][C:16]=3[N:12]([CH2:11][C:9]3[N:8]([CH2:25][CH2:26][CH:27]([CH3:28])[CH3:29])[C:5]4=[N:6][CH:7]=[CH:2][CH:3]=[C:4]4[N:10]=3)[C:13]2=[O:24])[CH2:22][CH2:23]1. The catalyst class is: 19. (4) Reactant: [CH3:1][N:2]([CH3:16])[CH2:3][C:4]#[C:5][C:6]1[CH:7]=[N:8][C:9]([CH3:15])=[C:10]([N+:12]([O-])=O)[CH:11]=1. Product: [CH3:16][N:2]([CH3:1])[CH2:3][CH2:4][CH2:5][C:6]1[CH:11]=[C:10]([NH2:12])[C:9]([CH3:15])=[N:8][CH:7]=1. The catalyst class is: 319.